The task is: Predict the product of the given reaction.. This data is from Forward reaction prediction with 1.9M reactions from USPTO patents (1976-2016). Given the reactants [NH2:1][C:2]1[C:7]([CH2:8][OH:9])=[CH:6][N:5]=[C:4]([S:10][CH2:11][CH3:12])[N:3]=1, predict the reaction product. The product is: [NH2:1][C:2]1[C:7]([CH:8]=[O:9])=[CH:6][N:5]=[C:4]([S:10][CH2:11][CH3:12])[N:3]=1.